Regression. Given two drug SMILES strings and cell line genomic features, predict the synergy score measuring deviation from expected non-interaction effect. From a dataset of NCI-60 drug combinations with 297,098 pairs across 59 cell lines. (1) Drug 1: C1=CN(C(=O)N=C1N)C2C(C(C(O2)CO)O)O.Cl. Drug 2: CC1=C(C=C(C=C1)C(=O)NC2=CC(=CC(=C2)C(F)(F)F)N3C=C(N=C3)C)NC4=NC=CC(=N4)C5=CN=CC=C5. Cell line: OVCAR3. Synergy scores: CSS=10.00, Synergy_ZIP=-0.123, Synergy_Bliss=1.94, Synergy_Loewe=-5.85, Synergy_HSA=-5.48. (2) Drug 1: C1CCC(C1)C(CC#N)N2C=C(C=N2)C3=C4C=CNC4=NC=N3. Drug 2: C1CC(=O)NC(=O)C1N2CC3=C(C2=O)C=CC=C3N. Cell line: MDA-MB-435. Synergy scores: CSS=2.23, Synergy_ZIP=7.57, Synergy_Bliss=7.17, Synergy_Loewe=2.19, Synergy_HSA=1.19. (3) Drug 1: C1=CN(C(=O)N=C1N)C2C(C(C(O2)CO)O)O.Cl. Drug 2: C#CCC(CC1=CN=C2C(=N1)C(=NC(=N2)N)N)C3=CC=C(C=C3)C(=O)NC(CCC(=O)O)C(=O)O. Cell line: UO-31. Synergy scores: CSS=48.6, Synergy_ZIP=-1.14, Synergy_Bliss=-4.02, Synergy_Loewe=-2.60, Synergy_HSA=0.0978.